This data is from Peptide-MHC class I binding affinity with 185,985 pairs from IEDB/IMGT. The task is: Regression. Given a peptide amino acid sequence and an MHC pseudo amino acid sequence, predict their binding affinity value. This is MHC class I binding data. (1) The peptide sequence is GTSAAAYFV. The MHC is HLA-A02:02 with pseudo-sequence HLA-A02:02. The binding affinity (normalized) is 0.671. (2) The peptide sequence is MVLSIVSLF. The MHC is HLA-A24:02 with pseudo-sequence HLA-A24:02. The binding affinity (normalized) is 0.339. (3) The peptide sequence is VGNVYVKF. The MHC is Mamu-B08 with pseudo-sequence Mamu-B08. The binding affinity (normalized) is 0. (4) The peptide sequence is LMAFSTGPF. The MHC is BoLA-D18.4 with pseudo-sequence BoLA-D18.4. The binding affinity (normalized) is 0.428.